The task is: Regression/Classification. Given a drug SMILES string, predict its absorption, distribution, metabolism, or excretion properties. Task type varies by dataset: regression for continuous measurements (e.g., permeability, clearance, half-life) or binary classification for categorical outcomes (e.g., BBB penetration, CYP inhibition). Dataset: cyp2c9_veith.. This data is from CYP2C9 inhibition data for predicting drug metabolism from PubChem BioAssay. The compound is O=C(Nc1cccc(F)c1)N1CCCC2(CCN(C(=O)c3cnccn3)CC2)C1. The result is 0 (non-inhibitor).